This data is from Catalyst prediction with 721,799 reactions and 888 catalyst types from USPTO. The task is: Predict which catalyst facilitates the given reaction. (1) Reactant: Cl[C:2]1[N:7]=[C:6]([NH:8][C:9]2[CH:10]=[C:11]3[C:15](=[CH:16][CH:17]=2)[NH:14][N:13]=[CH:12]3)[CH:5]=[C:4]([O:18][CH2:19][CH2:20][N:21]([CH3:23])[CH3:22])[N:3]=1.[CH3:24][O:25][C:26]1[CH:27]=[C:28](B(O)O)[CH:29]=[CH:30][CH:31]=1.C([O-])([O-])=O.[Na+].[Na+].O. Product: [CH3:22][N:21]([CH3:23])[CH2:20][CH2:19][O:18][C:4]1[N:3]=[C:2]([C:30]2[CH:29]=[CH:28][CH:27]=[C:26]([O:25][CH3:24])[CH:31]=2)[N:7]=[C:6]([NH:8][C:9]2[CH:10]=[C:11]3[C:15](=[CH:16][CH:17]=2)[NH:14][N:13]=[CH:12]3)[CH:5]=1. The catalyst class is: 75. (2) Reactant: [CH3:1][O:2][C:3]1[C:11]([O:12][CH3:13])=[CH:10][CH:9]=[C:8]2[C:4]=1[CH:5]=[C:6]([C:14]([O:16][CH2:17]C)=[O:15])[NH:7]2.[Mg].ClCCl.[NH4+].[Cl-]. Product: [CH3:1][O:2][C:3]1[C:11]([O:12][CH3:13])=[CH:10][CH:9]=[C:8]2[C:4]=1[CH2:5][CH:6]([C:14]([O:16][CH3:17])=[O:15])[NH:7]2. The catalyst class is: 5. (3) Reactant: O.[C:2]([OH:6])(=[O:5])[CH:3]=[O:4].[P:7]([O-:14])([O:11][CH2:12][CH3:13])[O:8][CH2:9][CH3:10].N1C=CC=CC=1.[C:21](Cl)(=[O:28])[C:22]1[CH:27]=[CH:26][CH:25]=[CH:24][CH:23]=1. Product: [C:21]([O:4][CH:3]([P:7]([O:11][CH2:12][CH3:13])([O:8][CH2:9][CH3:10])=[O:14])[C:2]([OH:6])=[O:5])(=[O:28])[C:22]1[CH:27]=[CH:26][CH:25]=[CH:24][CH:23]=1. The catalyst class is: 4. (4) Reactant: [C:1]([NH:5][S:6]([C:9]1[CH:10]=[C:11]([C:16]2[C:21]([C:22]([F:25])([F:24])[F:23])=[CH:20][C:19]([N:26]=[C:27]=[S:28])=[CH:18][C:17]=2[Cl:29])[CH:12]=[CH:13][C:14]=1[CH3:15])(=[O:8])=[O:7])([CH3:4])([CH3:3])[CH3:2].[N:30]#[C:31][NH2:32].[Na].[CH3:34]O.CI. Product: [C:1]([NH:5][S:6]([C:9]1[CH:10]=[C:11]([C:16]2[C:21]([C:22]([F:24])([F:25])[F:23])=[CH:20][C:19]([N:26]([NH:30][C:31]#[N:32])[CH2:27][S:28][CH3:34])=[CH:18][C:17]=2[Cl:29])[CH:12]=[CH:13][C:14]=1[CH3:15])(=[O:7])=[O:8])([CH3:4])([CH3:2])[CH3:3]. The catalyst class is: 216. (5) Reactant: C(=O)([O-])[O-].[K+].[K+].[F:7][C:8]1[CH:20]=[C:19]([OH:21])[C:18]([F:22])=[CH:17][C:9]=1[C:10]([NH:12][S:13]([CH3:16])(=[O:15])=[O:14])=[O:11].Br[C:24]1[CH:25]=[CH:26][C:27]([N+:30]([O-:32])=[O:31])=[N:28][CH:29]=1. Product: [F:7][C:8]1[CH:20]=[C:19]([O:21][C:24]2[CH:29]=[N:28][C:27]([N+:30]([O-:32])=[O:31])=[CH:26][CH:25]=2)[C:18]([F:22])=[CH:17][C:9]=1[C:10]([NH:12][S:13]([CH3:16])(=[O:14])=[O:15])=[O:11]. The catalyst class is: 16.